From a dataset of Full USPTO retrosynthesis dataset with 1.9M reactions from patents (1976-2016). Predict the reactants needed to synthesize the given product. (1) The reactants are: [NH2:1][C:2]1[C:11]([I:12])=[CH:10][C:5]([C:6]([O:8]C)=[O:7])=[CH:4][N:3]=1.[OH-].[K+].C1COCC1.Cl. Given the product [NH2:1][C:2]1[C:11]([I:12])=[CH:10][C:5]([C:6]([OH:8])=[O:7])=[CH:4][N:3]=1, predict the reactants needed to synthesize it. (2) Given the product [CH3:11][C:12]1([CH3:31])[CH2:29][C:16]2=[C:17]([C:24]3[CH:28]=[CH:27][NH:26][N:25]=3)[S:18][C:19]([CH2:1][CH2:2][CH3:3])=[C:15]2[C:14](=[O:30])[CH2:13]1, predict the reactants needed to synthesize it. The reactants are: [CH2:1]([Mg]Cl)[CH2:2][CH3:3].C[Si](C)(C)Cl.[CH3:11][C:12]1([CH3:31])[CH2:29][C:16]2=[C:17]([C:24]3[CH:28]=[CH:27][NH:26][N:25]=3)[S:18][C:19](S(C)(=O)=O)=[C:15]2[C:14](=[O:30])[CH2:13]1. (3) Given the product [O:17]=[CH:16][CH:10]([C:5]1[CH:6]=[C:7]([CH3:9])[CH:8]=[C:3]([O:2][CH3:1])[CH:4]=1)[C:11]([O:13][CH2:14][CH3:15])=[O:12], predict the reactants needed to synthesize it. The reactants are: [CH3:1][O:2][C:3]1[CH:4]=[C:5]([CH2:10][C:11]([O:13][CH2:14][CH3:15])=[O:12])[CH:6]=[C:7]([CH3:9])[CH:8]=1.[CH:16](OCC)=[O:17].CCO.O. (4) Given the product [Cl:9][C:10]1[S:14][C:13]([S:15]([N:1]2[CH2:8][CH2:7][CH2:6][C@H:2]2[C:3]([OH:5])=[O:4])(=[O:17])=[O:16])=[CH:12][CH:11]=1, predict the reactants needed to synthesize it. The reactants are: [NH:1]1[CH2:8][CH2:7][CH2:6][C@H:2]1[C:3]([OH:5])=[O:4].[Cl:9][C:10]1[S:14][C:13]([S:15](Cl)(=[O:17])=[O:16])=[CH:12][CH:11]=1. (5) Given the product [ClH:1].[ClH:1].[NH2:28][CH:29]1[CH2:34][CH2:33][CH:32]([NH:35][C:2]2[N:10]=[C:9]3[C:5]([N:6]=[CH:7][N:8]3[CH:11]3[CH2:15][CH2:14][S:13][CH2:12]3)=[C:4]([NH:16][C:17]3[CH:22]=[CH:21][C:20]([O:23][C:24]([F:27])([F:26])[F:25])=[CH:19][CH:18]=3)[N:3]=2)[CH2:31][CH2:30]1, predict the reactants needed to synthesize it. The reactants are: [Cl:1][C:2]1[N:10]=[C:9]2[C:5]([N:6]=[CH:7][N:8]2[CH:11]2[CH2:15][CH2:14][S:13][CH2:12]2)=[C:4]([NH:16][C:17]2[CH:22]=[CH:21][C:20]([O:23][C:24]([F:27])([F:26])[F:25])=[CH:19][CH:18]=2)[N:3]=1.[NH2:28][C@H:29]1[CH2:34][CH2:33][C@H:32]([NH2:35])[CH2:31][CH2:30]1. (6) Given the product [C:18]1([C@H:28]([NH:30][CH:13]2[CH2:14][CH2:15][CH2:16][N:11]([C:9]([O:8][CH2:1][C:2]3[CH:7]=[CH:6][CH:5]=[CH:4][CH:3]=3)=[O:10])[CH2:12]2)[CH3:29])[C:27]2[C:22](=[CH:23][CH:24]=[CH:25][CH:26]=2)[CH:21]=[CH:20][CH:19]=1, predict the reactants needed to synthesize it. The reactants are: [CH2:1]([O:8][C:9]([N:11]1[CH2:16][CH2:15][CH2:14][C:13](=O)[CH2:12]1)=[O:10])[C:2]1[CH:7]=[CH:6][CH:5]=[CH:4][CH:3]=1.[C:18]1([C@H:28]([NH2:30])[CH3:29])[C:27]2[C:22](=[CH:23][CH:24]=[CH:25][CH:26]=2)[CH:21]=[CH:20][CH:19]=1.C(O[BH-](OC(=O)C)OC(=O)C)(=O)C.[Na+].[OH-].[Na+].